The task is: Predict the product of the given reaction.. This data is from Forward reaction prediction with 1.9M reactions from USPTO patents (1976-2016). (1) Given the reactants [F:1][C:2]([F:20])([F:19])[C:3]([N:5]1[CH2:10][CH2:9][CH:8]([C:11]2[CH:16]=[CH:15][CH:14]=[CH:13][C:12]=2[O:17][CH3:18])[CH2:7][CH2:6]1)=[O:4].[Cl:21][C:22]1[CH:27]=[CH:26][C:25]([S:28](Cl)(=[O:30])=[O:29])=[CH:24][CH:23]=1.[Cl-].[Al+3].[Cl-].[Cl-].Cl, predict the reaction product. The product is: [Cl:21][C:22]1[CH:27]=[CH:26][C:25]([S:28]([C:15]2[CH:14]=[CH:13][C:12]([O:17][CH3:18])=[C:11]([CH:8]3[CH2:9][CH2:10][N:5]([C:3](=[O:4])[C:2]([F:1])([F:19])[F:20])[CH2:6][CH2:7]3)[CH:16]=2)(=[O:30])=[O:29])=[CH:24][CH:23]=1. (2) Given the reactants [C:1]1([CH3:20])[CH:6]=[CH:5][C:4]([S:7]([NH:10][C:11]2[CH:19]=[CH:18][C:14]([C:15]([OH:17])=O)=[CH:13][CH:12]=2)(=[O:9])=[O:8])=[CH:3][CH:2]=1.Cl.C(N=C=NCCCN(C)C)C.[NH2:33][CH:34]1[CH2:39][CH2:38][CH:37]([O:40][C:41](=[O:43])[CH3:42])[CH2:36][CH:35]1[C:44]1[CH:49]=[CH:48][C:47]([O:50][CH3:51])=[C:46]([O:52][CH3:53])[CH:45]=1, predict the reaction product. The product is: [C:1]1([CH3:20])[CH:2]=[CH:3][C:4]([S:7]([NH:10][C:11]2[CH:12]=[CH:13][C:14]([C:15]([NH:33][CH:34]3[CH2:39][CH2:38][CH:37]([O:40][C:41](=[O:43])[CH3:42])[CH2:36][CH:35]3[C:44]3[CH:49]=[CH:48][C:47]([O:50][CH3:51])=[C:46]([O:52][CH3:53])[CH:45]=3)=[O:17])=[CH:18][CH:19]=2)(=[O:8])=[O:9])=[CH:5][CH:6]=1. (3) Given the reactants Br[C:2]1[CH:9]=[CH:8][C:5]([C:6]#[N:7])=[CH:4][CH:3]=1.[C:10]([N:13]1[C:22]2[C:17](=[CH:18][C:19]([C:23]([NH:25][CH3:26])=[O:24])=[CH:20][CH:21]=2)[CH:16]([NH2:27])[CH:15]([CH3:28])[CH:14]1[CH:29]1[CH2:31][CH2:30]1)(=[O:12])[CH3:11].CC(C)([O-])C.[Na+].CN(C1C(C2C(P(C3CCCCC3)C3CCCCC3)=CC=CC=2)=CC=CC=1)C, predict the reaction product. The product is: [C:10]([N:13]1[C:22]2[C:17](=[CH:18][C:19]([C:23]([NH:25][CH3:26])=[O:24])=[CH:20][CH:21]=2)[CH:16]([NH:27][C:2]2[CH:9]=[CH:8][C:5]([C:6]#[N:7])=[CH:4][CH:3]=2)[CH:15]([CH3:28])[CH:14]1[CH:29]1[CH2:30][CH2:31]1)(=[O:12])[CH3:11]. (4) The product is: [Cl:1][C:2]1[C:7]([F:8])=[CH:6][CH:5]=[C:4]([Cl:9])[C:3]=1[C@@H:10]([O:12][C:13]1[C:14]([NH2:30])=[N:15][CH:16]=[C:17]([C:19]2[CH:20]=[N:21][N:22]([CH:24]3[CH2:29][CH2:28][N:27]([CH2:32][CH3:33])[CH2:26][CH2:25]3)[CH:23]=2)[CH:18]=1)[CH3:11]. Given the reactants [Cl:1][C:2]1[C:7]([F:8])=[CH:6][CH:5]=[C:4]([Cl:9])[C:3]=1[C@@H:10]([O:12][C:13]1[C:14]([NH2:30])=[N:15][CH:16]=[C:17]([C:19]2[CH:20]=[N:21][N:22]([CH:24]3[CH2:29][CH2:28][NH:27][CH2:26][CH2:25]3)[CH:23]=2)[CH:18]=1)[CH3:11].I[CH2:32][CH3:33], predict the reaction product.